From a dataset of Catalyst prediction with 721,799 reactions and 888 catalyst types from USPTO. Predict which catalyst facilitates the given reaction. Reactant: F[C:2]1[C:12]([F:13])=[CH:11][C:10]([I:14])=[CH:9][C:3]=1[C:4]([N:6]([CH3:8])[CH3:7])=[O:5].[NH2:15][CH2:16][C:17]1[CH:22]=[CH:21][N:20]=[CH:19][CH:18]=1.C(N(C(C)C)CC)(C)C. Product: [F:13][C:12]1[C:2]([NH:15][CH2:16][C:17]2[CH:22]=[CH:21][N:20]=[CH:19][CH:18]=2)=[C:3]([CH:9]=[C:10]([I:14])[CH:11]=1)[C:4]([N:6]([CH3:8])[CH3:7])=[O:5]. The catalyst class is: 12.